From a dataset of Forward reaction prediction with 1.9M reactions from USPTO patents (1976-2016). Predict the product of the given reaction. (1) The product is: [C:1]1([C:7]2[N:8]=[C:9]3[CH:14]=[CH:13][CH:12]=[CH:11][N:10]3[C:15]=2[C:16]([N:21]2[CH2:22][CH2:23][N:39]([C:43]3[CH:42]=[C:47]([CH:46]=[CH:45][CH:44]=3)[C:36]([NH2:27])=[O:37])[CH2:20][CH2:19]2)=[O:18])[CH:2]=[CH:3][CH:4]=[CH:5][CH:6]=1. Given the reactants [C:1]1([C:7]2[N:8]=[C:9]3[CH:14]=[CH:13][CH:12]=[CH:11][N:10]3[C:15]=2[C:16]([OH:18])=O)[CH:6]=[CH:5][CH:4]=[CH:3][CH:2]=1.[CH2:19]([N:21](CC)[CH2:22][CH3:23])[CH3:20].C[N:27]([CH3:36])CCCN=C=NCC.[OH2:37].O[N:39]1[C:43]2[CH:44]=[CH:45][CH:46]=[CH:47][C:42]=2N=N1, predict the reaction product. (2) Given the reactants C([Mg]Br)C.I[C:6]1[N:7]=[CH:8][N:9]([CH3:11])[CH:10]=1.[CH2:12]([Sn:16](Cl)([CH2:21][CH2:22][CH2:23][CH3:24])[CH2:17][CH2:18][CH2:19][CH3:20])[CH2:13][CH2:14][CH3:15], predict the reaction product. The product is: [CH3:11][N:9]1[CH:10]=[C:6]([Sn:16]([CH2:17][CH2:18][CH2:19][CH3:20])([CH2:21][CH2:22][CH2:23][CH3:24])[CH2:12][CH2:13][CH2:14][CH3:15])[N:7]=[CH:8]1. (3) Given the reactants Br[C:2]1[CH:7]=[CH:6][C:5]([C:8]2([C:11]([OH:13])=[O:12])[CH2:10][CH2:9]2)=[CH:4][C:3]=1[F:14].[C:15]1(B(O)O)[CH:20]=[CH:19][CH:18]=[CH:17][CH:16]=1.C([O-])([O-])=O.[K+].[K+].Cl, predict the reaction product. The product is: [F:14][C:3]1[CH:4]=[C:5]([C:8]2([C:11]([OH:13])=[O:12])[CH2:10][CH2:9]2)[CH:6]=[CH:7][C:2]=1[C:15]1[CH:20]=[CH:19][CH:18]=[CH:17][CH:16]=1. (4) Given the reactants [C:1]1([CH3:11])[CH:6]=[CH:5][C:4]([S:7](Cl)(=[O:9])=[O:8])=[CH:3][CH:2]=1.N1C=CC=CC=1.Cl[CH:19]([OH:21])[CH3:20].[Cl:22]CCl, predict the reaction product. The product is: [Cl:22][CH2:20][CH2:19][O:21][S:7]([C:4]1[CH:5]=[CH:6][C:1]([CH3:11])=[CH:2][CH:3]=1)(=[O:9])=[O:8]. (5) Given the reactants Cl[C:2]1[N:3]([CH3:15])[C:4](=[O:14])[CH:5]=[C:6]([C:8]2[CH:13]=[CH:12][N:11]=[CH:10][N:9]=2)[N:7]=1.Cl.[CH3:17][C:18]1[N:22]=[C:21]([C:23]2[CH:28]=[CH:27][C:26]([C@@H:29]3[O:34][CH2:33][CH2:32][NH:31][CH2:30]3)=[CH:25][CH:24]=2)[O:20][N:19]=1.C(N(CC)CC)C, predict the reaction product. The product is: [CH3:15][N:3]1[C:4](=[O:14])[CH:5]=[C:6]([C:8]2[CH:13]=[CH:12][N:11]=[CH:10][N:9]=2)[N:7]=[C:2]1[N:31]1[CH2:32][CH2:33][O:34][C@@H:29]([C:26]2[CH:27]=[CH:28][C:23]([C:21]3[O:20][N:19]=[C:18]([CH3:17])[N:22]=3)=[CH:24][CH:25]=2)[CH2:30]1. (6) Given the reactants Br[CH2:2][C:3]([O:5][C:6]([CH3:9])([CH3:8])[CH3:7])=[O:4].C(N(CC)CC)C.[NH:17]1[CH2:22][CH2:21][O:20][CH2:19][CH2:18]1, predict the reaction product. The product is: [O:20]1[CH2:21][CH2:22][N:17]([CH2:2][C:3]([O:5][C:6]([CH3:9])([CH3:8])[CH3:7])=[O:4])[CH2:18][CH2:19]1. (7) Given the reactants [NH:1]1[C:9]2[C:4](=[CH:5][CH:6]=[CH:7][CH:8]=2)[C:3](/[CH:10]=[C:11]2\[O:12][C:13]3[C:20](/[CH:21]=[CH:22]\[CH2:23][CH2:24][N:25]4[CH2:30][CH2:29][N:28](C(OC(C)(C)C)=O)[CH2:27][CH2:26]4)=[C:19]([O:38][CH3:39])[CH:18]=[CH:17][C:14]=3[C:15]\2=[O:16])=[N:2]1.Cl, predict the reaction product. The product is: [NH:1]1[C:9]2[C:4](=[CH:5][CH:6]=[CH:7][CH:8]=2)[C:3](/[CH:10]=[C:11]2\[O:12][C:13]3[C:20](/[CH:21]=[CH:22]\[CH2:23][CH2:24][N:25]4[CH2:26][CH2:27][NH:28][CH2:29][CH2:30]4)=[C:19]([O:38][CH3:39])[CH:18]=[CH:17][C:14]=3[C:15]\2=[O:16])=[N:2]1. (8) Given the reactants C(OC([N:8]1[CH2:13][CH2:12][N:11]([C:14]2[N:15]=[N:16][C:17]([Cl:20])=[CH:18][CH:19]=2)[CH2:10][CH2:9]1)=O)(C)(C)C.FC(F)(F)C(O)=O, predict the reaction product. The product is: [Cl:20][C:17]1[N:16]=[N:15][C:14]([N:11]2[CH2:10][CH2:9][NH:8][CH2:13][CH2:12]2)=[CH:19][CH:18]=1.